Dataset: NCI-60 drug combinations with 297,098 pairs across 59 cell lines. Task: Regression. Given two drug SMILES strings and cell line genomic features, predict the synergy score measuring deviation from expected non-interaction effect. Drug 1: CC12CCC3C(C1CCC2O)C(CC4=C3C=CC(=C4)O)CCCCCCCCCS(=O)CCCC(C(F)(F)F)(F)F. Drug 2: COC1=NC(=NC2=C1N=CN2C3C(C(C(O3)CO)O)O)N. Cell line: 786-0. Synergy scores: CSS=19.8, Synergy_ZIP=7.46, Synergy_Bliss=11.4, Synergy_Loewe=5.41, Synergy_HSA=10.2.